From a dataset of Forward reaction prediction with 1.9M reactions from USPTO patents (1976-2016). Predict the product of the given reaction. (1) Given the reactants [NH2:1][C:2]1[CH:7]=[C:6]([C:8]2[CH:9]=[N:10][CH:11]=[CH:12][CH:13]=2)[CH:5]=[CH:4][C:3]=1[NH:14]C(=O)OC(C)(C)C.[NH2:22][C:23]1C=C(C2SC=CC=2)C=C[C:24]=1[NH:34][C:35](=O)OC(C)(C)C.CO[C:44]([C:46]1[CH:54]=[CH:53][C:49]([C:50]([OH:52])=O)=[CH:48][CH:47]=1)=[O:45].F[P-](F)(F)(F)(F)F.[N:62]1(O[P+](N(C)C)(N(C)C)N(C)C)[C:66]2C=CC=C[C:65]=2N=N1.N1C=CC=[CH:84][CH:83]=1, predict the reaction product. The product is: [NH2:14][C:3]1[CH:4]=[CH:5][C:6]([C:8]2[CH:9]=[N:10][CH:11]=[CH:12][CH:13]=2)=[CH:7][C:2]=1[NH:1][C:44](=[O:45])[C:46]1[CH:47]=[CH:48][C:49]([C:50]([NH:62][CH2:66][CH2:65][N:22]2[CH2:23][CH2:24][N:34]([CH3:35])[CH2:84][CH2:83]2)=[O:52])=[CH:53][CH:54]=1. (2) Given the reactants [NH2:1][C:2]1[CH:6]=[CH:5][S:4][C:3]=1[C:7]([NH2:9])=[O:8].C(N(CC)CC)C.[C:17](OC(=O)C)(=[O:19])[CH3:18], predict the reaction product. The product is: [C:17]([NH:1][C:2]1[CH:6]=[CH:5][S:4][C:3]=1[C:7]([NH2:9])=[O:8])(=[O:19])[CH3:18]. (3) Given the reactants Cl[CH2:2][CH2:3][CH2:4][O:5][C:6]1[C:15]2[C:10](=[CH:11][CH:12]=[CH:13][CH:14]=2)[C:9]([NH:16][C:17](=[O:31])[C:18]2[CH:23]=[C:22]([N:24]3[CH2:29][CH2:28][CH2:27][CH2:26][CH2:25]3)[CH:21]=[C:20]([F:30])[CH:19]=2)=[CH:8][CH:7]=1.[NH:32]1[CH2:37][CH2:36][O:35][CH2:34][CH2:33]1, predict the reaction product. The product is: [F:30][C:20]1[CH:19]=[C:18]([CH:23]=[C:22]([N:24]2[CH2:29][CH2:28][CH2:27][CH2:26][CH2:25]2)[CH:21]=1)[C:17]([NH:16][C:9]1[C:10]2[C:15](=[CH:14][CH:13]=[CH:12][CH:11]=2)[C:6]([O:5][CH2:4][CH2:3][CH2:2][N:32]2[CH2:37][CH2:36][O:35][CH2:34][CH2:33]2)=[CH:7][CH:8]=1)=[O:31].